This data is from Reaction yield outcomes from USPTO patents with 853,638 reactions. The task is: Predict the reaction yield, written as a fraction of the theoretical maximum amount of product (1.0 means a 100% yield; for example, 0.34 means a 34% yield). (1) The reactants are Cl.[NH2:2][CH2:3][C:4]1[CH:12]=[CH:11][CH:10]=[C:9]2[C:5]=1[CH2:6][N:7]([CH:14]1[CH2:19][CH2:18][C:17](=[O:20])[NH:16][C:15]1=[O:21])[C:8]2=[O:13].[C:22]1([N:32]=[C:33]=[O:34])[C:31]2[C:26](=[CH:27][CH:28]=[CH:29][CH:30]=2)[CH:25]=[CH:24][CH:23]=1.C(N(CC)CC)C. The catalyst is C1COCC1. The product is [O:21]=[C:15]1[CH:14]([N:7]2[CH2:6][C:5]3[C:9](=[CH:10][CH:11]=[CH:12][C:4]=3[CH2:3][NH:2][C:33]([NH:32][C:22]3[C:31]4[C:26](=[CH:27][CH:28]=[CH:29][CH:30]=4)[CH:25]=[CH:24][CH:23]=3)=[O:34])[C:8]2=[O:13])[CH2:19][CH2:18][C:17](=[O:20])[NH:16]1. The yield is 0.560. (2) The reactants are [CH3:1][O:2][C:3](=[O:26])[C:4]([CH3:25])([O:6][C:7]1[CH:8]=[C:9]([CH:22]=[CH:23][CH:24]=1)/[CH:10]=[N:11]/[C:12]1[CH:21]=[CH:20][C:15]([C:16]([O:18][CH3:19])=[O:17])=[CH:14][CH:13]=1)[CH3:5]. The catalyst is O1CCCC1.FC(F)(F)S([O-])(=O)=O.[Y+3].FC(F)(F)S([O-])(=O)=O.FC(F)(F)S([O-])(=O)=O. The product is [OH:2][CH:3]1[C:21]2[C:12](=[CH:13][CH:14]=[C:15]([C:16]([O:18][CH3:19])=[O:17])[CH:20]=2)[NH:11][CH:10]([C:9]2[CH:22]=[CH:23][CH:24]=[C:7]([O:6][C:4]([CH3:5])([CH3:25])[C:3]([O:2][CH3:1])=[O:26])[CH:8]=2)[C:4]1([CH3:25])[CH3:5]. The yield is 0.480. (3) The reactants are [NH2:1][C:2]1[S:3][C:4]([C:8]([O:10][CH2:11][CH3:12])=[O:9])=[C:5]([OH:7])[N:6]=1.[C:13](OC(=O)C)(=[O:15])[CH3:14].C(OCC)C. The catalyst is C(O)(=O)C. The product is [C:13]([NH:1][C:2]1[S:3][C:4]([C:8]([O:10][CH2:11][CH3:12])=[O:9])=[C:5]([OH:7])[N:6]=1)(=[O:15])[CH3:14]. The yield is 0.820. (4) The reactants are [N:1]1([C:7]2[CH:12]=[CH:11][C:10]([NH:13][C:14]([C:16]3[O:17][C:18]4[C:23]([C:24](=[O:26])[CH:25]=3)=[CH:22][C:21]([O:27][CH3:28])=[CH:20][C:19]=4[N:29]3[CH2:34][CH2:33][N:32](C)[CH2:31][CH2:30]3)=[O:15])=[CH:9][CH:8]=2)[CH2:6][CH2:5][O:4][CH2:3][CH2:2]1.ClC(OC(Cl)C)=O.[I-].[Na+]. The catalyst is ClCCCl. The product is [N:1]1([C:7]2[CH:8]=[CH:9][C:10]([NH:13][C:14]([C:16]3[O:17][C:18]4[C:23]([C:24](=[O:26])[CH:25]=3)=[CH:22][C:21]([O:27][CH3:28])=[CH:20][C:19]=4[N:29]3[CH2:30][CH2:31][NH:32][CH2:33][CH2:34]3)=[O:15])=[CH:11][CH:12]=2)[CH2:6][CH2:5][O:4][CH2:3][CH2:2]1. The yield is 0.640. (5) The reactants are [C:1]([NH:24][CH:25]([CH3:35])[CH2:26][NH:27]C(=O)OC(C)(C)C)(=[O:23])[CH2:2][CH2:3]/[CH:4]=[CH:5]\[CH2:6]/[CH:7]=[CH:8]\[CH2:9]/[CH:10]=[CH:11]\[CH2:12]/[CH:13]=[CH:14]\[CH2:15]/[CH:16]=[CH:17]\[CH2:18]/[CH:19]=[CH:20]\[CH2:21][CH3:22].C(O)(C(F)(F)F)=O.C([O-])([O-])=O.[Na+].[Na+]. The catalyst is C(Cl)Cl. The product is [NH2:27][CH2:26][CH:25]([NH:24][C:1](=[O:23])[CH2:2][CH2:3]/[CH:4]=[CH:5]\[CH2:6]/[CH:7]=[CH:8]\[CH2:9]/[CH:10]=[CH:11]\[CH2:12]/[CH:13]=[CH:14]\[CH2:15]/[CH:16]=[CH:17]\[CH2:18]/[CH:19]=[CH:20]\[CH2:21][CH3:22])[CH3:35]. The yield is 0.980. (6) The reactants are C[O-].[Na+].C([O:7][C@@H:8]1[C@@H:17]([O:18]C(=O)C)[C@H:16]([O:22]C(=O)C)[C@@H:15]([CH2:26][O:27]C(=O)C)[O:14][C@H:9]1[O:10][CH2:11][CH2:12][Br:13])(=O)C. The catalyst is CO. The product is [O:10]([CH2:11][CH2:12][Br:13])[C@@H:9]1[O:14][C@H:15]([CH2:26][OH:27])[C@@H:16]([OH:22])[C@H:17]([OH:18])[C@H:8]1[OH:7]. The yield is 0.930. (7) The reactants are [N:1]1([C:40]([O:42][C:43]([CH3:46])([CH3:45])[CH3:44])=[O:41])[CH2:39][CH2:38][CH2:37][C@H:2]1[C:3]([NH:5][C@H:6]([C:8]([NH:10][C@H:11]([C:27]([O:29]CC1C=CC=CC=1)=[O:28])[CH2:12][CH2:13][CH2:14][CH2:15][NH:16][C:17]([O:19][CH2:20][C:21]1[CH:26]=[CH:25][CH:24]=[CH:23][CH:22]=1)=[O:18])=[O:9])[CH3:7])=[O:4].[OH-].[Na+].Cl. The catalyst is CO. The product is [N:1]1([C:40]([O:42][C:43]([CH3:44])([CH3:46])[CH3:45])=[O:41])[CH2:39][CH2:38][CH2:37][C@H:2]1[C:3]([NH:5][C@H:6]([C:8]([NH:10][C@H:11]([C:27]([OH:29])=[O:28])[CH2:12][CH2:13][CH2:14][CH2:15][NH:16][C:17]([O:19][CH2:20][C:21]1[CH:26]=[CH:25][CH:24]=[CH:23][CH:22]=1)=[O:18])=[O:9])[CH3:7])=[O:4]. The yield is 0.916. (8) The reactants are FC1C=C2C(C(I)=CN2S(C2C=CC=CC=2)(=O)=O)=CC=1.[F:21][C:22]1[CH:30]=[C:29]2[C:25]([C:26]([C:40]3[CH:41]=[CH:42][C:43]4[O:47][CH:46]=[N:45][C:44]=4[CH:48]=3)=[CH:27][N:28]2S(C2C=CC=CC=2)(=O)=O)=[CH:24][CH:23]=1. No catalyst specified. The product is [F:21][C:22]1[CH:30]=[C:29]2[C:25]([C:26]([C:40]3[CH:41]=[CH:42][C:43]4[O:47][CH:46]=[N:45][C:44]=4[CH:48]=3)=[CH:27][NH:28]2)=[CH:24][CH:23]=1. The yield is 0.220. (9) The reactants are [N:1]1[C:10]2[C:5](=[CH:6][CH:7]=[CH:8][CH:9]=2)[CH:4]=[CH:3][C:2]=1[N:11]1[CH2:16][CH2:15][CH:14]([O:17][C:18]2[C:19]([N:24]3[CH2:29][CH2:28][CH:27]([OH:30])[CH2:26][CH2:25]3)=[N:20][CH:21]=[CH:22][N:23]=2)[CH2:13][CH2:12]1.[C:31]([O-])([O-])=O.[Cs+].[Cs+].IC. The catalyst is C(#N)C. The product is [CH3:31][O:30][CH:27]1[CH2:28][CH2:29][N:24]([C:19]2[C:18]([O:17][CH:14]3[CH2:13][CH2:12][N:11]([C:2]4[CH:3]=[CH:4][C:5]5[C:10](=[CH:9][CH:8]=[CH:7][CH:6]=5)[N:1]=4)[CH2:16][CH2:15]3)=[N:23][CH:22]=[CH:21][N:20]=2)[CH2:25][CH2:26]1. The yield is 0.780.